Regression. Given a peptide amino acid sequence and an MHC pseudo amino acid sequence, predict their binding affinity value. This is MHC class II binding data. From a dataset of Peptide-MHC class II binding affinity with 134,281 pairs from IEDB. The peptide sequence is IGGWLLLEPWISPSV. The MHC is DRB1_0701 with pseudo-sequence DRB1_0701. The binding affinity (normalized) is 0.308.